This data is from Forward reaction prediction with 1.9M reactions from USPTO patents (1976-2016). The task is: Predict the product of the given reaction. (1) Given the reactants C1C=C(Cl)C=C(C(OO)=[O:9])C=1.[N+:12]([C:15]1[CH:20]=[CH:19][C:18]([NH:21][C:22]([C:24]2[CH:25]3[CH2:31][CH2:30][CH:28]([CH:29]=2)[CH2:27][CH2:26]3)=[O:23])=[CH:17][C:16]=1[C:32]([F:35])([F:34])[F:33])([O-:14])=[O:13], predict the reaction product. The product is: [N+:12]([C:15]1[CH:20]=[CH:19][C:18]([NH:21][C:22]([C:24]23[O:9][CH:29]2[CH:28]2[CH2:27][CH2:26][CH:25]3[CH2:31][CH2:30]2)=[O:23])=[CH:17][C:16]=1[C:32]([F:33])([F:34])[F:35])([O-:14])=[O:13]. (2) Given the reactants [NH2:1][C:2]1[N:15]([CH2:16][CH3:17])[C:6]2[N:7]=[C:8](S(C)(=O)=O)[N:9]=[CH:10][C:5]=2[C:4](=[O:18])[C:3]=1[C:19]([NH2:21])=[O:20].[NH2:22][C:23]1[CH:28]=[CH:27][C:26]([OH:29])=[CH:25][CH:24]=1, predict the reaction product. The product is: [NH2:1][C:2]1[N:15]([CH2:16][CH3:17])[C:6]2[N:7]=[C:8]([NH:22][C:23]3[CH:28]=[CH:27][C:26]([OH:29])=[CH:25][CH:24]=3)[N:9]=[CH:10][C:5]=2[C:4](=[O:18])[C:3]=1[C:19]([NH2:21])=[O:20]. (3) Given the reactants [CH2:1]([O:8][CH2:9][C:10]([C:12]1[CH:17]=[CH:16][CH:15]=[CH:14][CH:13]=1)=O)[C:2]1[CH:7]=[CH:6][CH:5]=[CH:4][CH:3]=1.C[O-:19].[Na+].[C:21](OC)(=[O:26])[C:22]([O:24][CH3:25])=[O:23], predict the reaction product. The product is: [CH3:25][O:24][C:22](=[O:23])[C:21](=[O:26])[CH2:13][C:14]([C:15]1[CH:16]=[CH:17][CH:12]=[CH:10][C:9]=1[O:8][CH2:1][C:2]1[CH:3]=[CH:4][CH:5]=[CH:6][CH:7]=1)=[O:19]. (4) Given the reactants [Br:1][C:2]1[CH:3]=[N:4][C:5]2[N:6]([N:8]=[C:9]([C:11]([OH:13])=O)[CH:10]=2)[CH:7]=1.[CH3:14][CH:15]1[NH:20][CH2:19][CH2:18][N:17]2[C:21]([C:24]3[CH:25]=[N:26][CH:27]=[CH:28][CH:29]=3)=[N:22][N:23]=[C:16]12, predict the reaction product. The product is: [Br:1][C:2]1[CH:3]=[N:4][C:5]2[N:6]([N:8]=[C:9]([C:11]([N:20]3[CH2:19][CH2:18][N:17]4[C:21]([C:24]5[CH:25]=[N:26][CH:27]=[CH:28][CH:29]=5)=[N:22][N:23]=[C:16]4[CH:15]3[CH3:14])=[O:13])[CH:10]=2)[CH:7]=1. (5) Given the reactants FC(F)(F)C(O)=O.[O:8]1CCO[CH:9]1[CH2:13][N:14]1[C:23]2[C:18](=[C:19]([O:24][CH3:25])[CH:20]=[CH:21][CH:22]=2)[CH:17]=[CH:16][C:15]1=[O:26], predict the reaction product. The product is: [CH3:25][O:24][C:19]1[CH:20]=[CH:21][CH:22]=[C:23]2[C:18]=1[CH:17]=[CH:16][C:15](=[O:26])[N:14]2[CH2:13][CH:9]=[O:8]. (6) The product is: [NH2:26][CH2:25][CH2:24][N:20]1[CH2:21][CH2:22][CH:17]([CH2:16][C:10]2[NH:11][C:12](=[O:15])[C:13]3[O:14][C:5]4[CH:4]=[CH:3][C:2]([Br:1])=[CH:7][C:6]=4[C:8]=3[N:9]=2)[CH2:18][CH2:19]1. Given the reactants [Br:1][C:2]1[CH:3]=[CH:4][C:5]2[O:14][C:13]3[C:12](=[O:15])[NH:11][C:10]([CH2:16][CH:17]4[CH2:22][CH2:21][NH:20][CH2:19][CH2:18]4)=[N:9][C:8]=3[C:6]=2[CH:7]=1.O=[CH:24][CH2:25][NH:26]C(=O)OC(C)(C)C.[BH-](OC(C)=O)(OC(C)=O)OC(C)=O.[Na+].C(O)(=O)C, predict the reaction product. (7) Given the reactants [CH3:1][CH2:2][N:3]1[C:9]2[N:10]=[C:11]([N:14]3[CH2:19][CH2:18][NH:17][CH2:16][CH2:15]3)[N:12]=[CH:13][C:8]=2[C:6](=[O:7])[C:5]([C:20]([OH:22])=[O:21])=[CH:4]1.[F:23][C:24]([F:35])([F:34])[C:25]1[CH:30]=[CH:29][CH:28]=[CH:27][C:26]=1[N:31]=[C:32]=[S:33], predict the reaction product. The product is: [F:23][C:24]([F:34])([F:35])[C:25]1[CH:30]=[CH:29][CH:28]=[CH:27][C:26]=1[NH:31][C:32]([N:17]1[CH2:18][CH2:19][N:14]([C:11]2[N:12]=[CH:13][C:8]3[C:6](=[O:7])[C:5]([C:20]([OH:22])=[O:21])=[CH:4][N:3]([CH2:2][CH3:1])[C:9]=3[N:10]=2)[CH2:15][CH2:16]1)=[S:33]. (8) Given the reactants [OH:1][C:2]1[CH:7]=[C:6]([OH:8])[CH:5]=[CH:4][C:3]=1[C:9]([CH3:14])=[CH:10][C:11]([OH:13])=O.C1CCC(N=C=NC2CCCCC2)CC1.C1C=CC2N(O)N=NC=2C=1.[CH3:40][C:41]1([CH2:47][CH2:48][C:49]2[C:54]([CH3:56])([CH3:55])[CH2:53][CH2:52][CH2:51][C:50]=2[CH3:57])[NH:46][CH2:45][CH2:44][CH2:43][O:42]1, predict the reaction product. The product is: [OH:1][C:2]1[CH:7]=[C:6]([OH:8])[CH:5]=[CH:4][C:3]=1[C:9]([CH3:14])=[CH:10][C:11]([N:46]1[CH2:45][CH2:44][CH2:43][O:42][C:41]1([CH3:40])[CH2:47][CH2:48][C:49]1[C:54]([CH3:56])([CH3:55])[CH2:53][CH2:52][CH2:51][C:50]=1[CH3:57])=[O:13].